From a dataset of Catalyst prediction with 721,799 reactions and 888 catalyst types from USPTO. Predict which catalyst facilitates the given reaction. (1) Reactant: [C:1]([NH:4][C:5]1[S:20][C:8]2[CH2:9][N:10]([C:13]([O:15][C:16]([CH3:19])([CH3:18])[CH3:17])=[O:14])[CH2:11][CH2:12][C:7]=2[C:6]=1I)(=[O:3])[CH3:2].C(=O)([O-])[O-].[Na+].[Na+].[C:28]1(B(O)O)[CH:33]=[CH:32][CH:31]=[CH:30][CH:29]=1. The catalyst class is: 70. Product: [C:1]([NH:4][C:5]1[S:20][C:8]2[CH2:9][N:10]([C:13]([O:15][C:16]([CH3:19])([CH3:18])[CH3:17])=[O:14])[CH2:11][CH2:12][C:7]=2[C:6]=1[C:28]1[CH:33]=[CH:32][CH:31]=[CH:30][CH:29]=1)(=[O:3])[CH3:2]. (2) Reactant: [CH2:1]([N:6]1[CH2:11][CH2:10][N:9]([C:12]([O:14]C2C=CC([N+]([O-])=O)=CC=2)=O)[CH2:8][CH2:7]1)[CH2:2][CH2:3][C:4]#[CH:5].[CH3:24][NH2:25]. Product: [CH3:24][NH:25][C:12]([N:9]1[CH2:8][CH2:7][N:6]([CH2:1][CH2:2][CH2:3][C:4]#[CH:5])[CH2:11][CH2:10]1)=[O:14]. The catalyst class is: 1. (3) Reactant: [F:1][C:2]1([F:33])[O:6][C:5]2[CH:7]=[CH:8][C:9]([C:11]3([C:14]([NH:16][C:17]4[N:22]=[C:21]([C:23]5[C:28]([F:29])=[CH:27][N:26]=[C:25]([O:30]C)[CH:24]=5)[C:20]([CH3:32])=[CH:19][CH:18]=4)=[O:15])[CH2:13][CH2:12]3)=[CH:10][C:4]=2[O:3]1.I[Si](C)(C)C. Product: [F:33][C:2]1([F:1])[O:6][C:5]2[CH:7]=[CH:8][C:9]([C:11]3([C:14]([NH:16][C:17]4[CH:18]=[CH:19][C:20]([CH3:32])=[C:21]([C:23]5[C:28]([F:29])=[CH:27][NH:26][C:25](=[O:30])[CH:24]=5)[N:22]=4)=[O:15])[CH2:12][CH2:13]3)=[CH:10][C:4]=2[O:3]1. The catalyst class is: 22. (4) Reactant: [NH2:1][C:2]1[CH:3]=[C:4]([N:11]2[CH2:16][CH2:15][N:14]([C:17]([C:19]3[CH:24]=[CH:23][CH:22]=[CH:21][CH:20]=3)=[O:18])[CH2:13][CH2:12]2)[CH:5]=[CH:6][C:7]=1[N+:8]([O-])=O.C(O)(=O)C. Product: [NH2:1][C:2]1[CH:3]=[C:4]([N:11]2[CH2:12][CH2:13][N:14]([C:17]([C:19]3[CH:20]=[CH:21][CH:22]=[CH:23][CH:24]=3)=[O:18])[CH2:15][CH2:16]2)[CH:5]=[CH:6][C:7]=1[NH2:8]. The catalyst class is: 63. (5) Reactant: [CH3:1][O:2][C:3](=[O:15])[C:4]1[C:9]([Br:10])=[CH:8][CH:7]=[C:6]([N+:11]([O-:13])=[O:12])[C:5]=1[CH3:14].C1C(=O)N([Br:23])C(=O)C1.C(OOC(=O)C1C=CC=CC=1)(=O)C1C=CC=CC=1.CS(C)=O. Product: [CH3:1][O:2][C:3](=[O:15])[C:4]1[C:9]([Br:10])=[CH:8][CH:7]=[C:6]([N+:11]([O-:13])=[O:12])[C:5]=1[CH2:14][Br:23]. The catalyst class is: 53. (6) Reactant: [NH:1]1[C:9]2[C:4](=[CH:5][CH:6]=[CH:7][CH:8]=2)[CH:3]=[C:2]1[CH:10]=[O:11].N1C2C(=CC=CC=2)C=C1C(OCC)=O.[H-].[H-].[H-].[H-].[Li+].[Al+3]. Product: [NH:1]1[C:9]2[C:4](=[CH:5][CH:6]=[CH:7][CH:8]=2)[CH:3]=[C:2]1[CH2:10][OH:11]. The catalyst class is: 1. (7) Reactant: [Cl:1][C:2]1[CH:7]=[CH:6][C:5]([CH:8]([C:15]2[C:23]3[C:18](=[C:19]([CH2:24][S:25][CH3:26])[CH:20]=[CH:21][CH:22]=3)[NH:17][CH:16]=2)[CH2:9][C:10](OCC)=[O:11])=[CH:4][CH:3]=1.[H-].[Al+3].[Li+].[H-].[H-].[H-].Cl. Product: [Cl:1][C:2]1[CH:3]=[CH:4][C:5]([CH:8]([C:15]2[C:23]3[C:18](=[C:19]([CH2:24][S:25][CH3:26])[CH:20]=[CH:21][CH:22]=3)[NH:17][CH:16]=2)[CH2:9][CH2:10][OH:11])=[CH:6][CH:7]=1. The catalyst class is: 7. (8) Reactant: [S:1]1[CH:5]=[CH:4][CH:3]=[CH:2]1.[Li]CCCC.[CH2:11]([Sn:15](Cl)([CH2:20][CH2:21][CH2:22][CH3:23])[CH2:16][CH2:17][CH2:18][CH3:19])[CH2:12][CH2:13][CH3:14].CCCCCC. Product: [CH2:20]([Sn:15]([CH2:11][CH2:12][CH2:13][CH3:14])([CH2:16][CH2:17][CH2:18][CH3:19])[C:2]1[S:1][CH:5]=[CH:4][CH:3]=1)[CH2:21][CH2:22][CH3:23]. The catalyst class is: 1.